Predict the reactants needed to synthesize the given product. From a dataset of Full USPTO retrosynthesis dataset with 1.9M reactions from patents (1976-2016). (1) The reactants are: [NH2:1][C:2]1[N:7]=[C:6]([N:8]2[CH2:29][CH2:28][C:11]3([CH2:15][N:14](C(OC(C)(C)C)=O)[C@H:13]([C:23]([O:25][CH2:26][CH3:27])=[O:24])[CH2:12]3)[CH2:10][CH2:9]2)[CH:5]=[C:4]([O:30][CH2:31][C:32]2[CH:37]=[CH:36][C:35]([Cl:38])=[CH:34][C:33]=2[C:39]2[CH:44]=[CH:43][CH:42]=[C:41]([S:45]([CH3:48])(=[O:47])=[O:46])[CH:40]=2)[N:3]=1.C(O)(C(F)(F)F)=O. Given the product [NH2:1][C:2]1[N:7]=[C:6]([N:8]2[CH2:29][CH2:28][C:11]3([CH2:15][NH:14][C@H:13]([C:23]([O:25][CH2:26][CH3:27])=[O:24])[CH2:12]3)[CH2:10][CH2:9]2)[CH:5]=[C:4]([O:30][CH2:31][C:32]2[CH:37]=[CH:36][C:35]([Cl:38])=[CH:34][C:33]=2[C:39]2[CH:44]=[CH:43][CH:42]=[C:41]([S:45]([CH3:48])(=[O:46])=[O:47])[CH:40]=2)[N:3]=1, predict the reactants needed to synthesize it. (2) Given the product [C:13]([O:16][CH:5]1[CH:4]=[CH:3][C:1](=[O:7])[CH2:2][O:6]1)(=[O:15])[CH3:14], predict the reactants needed to synthesize it. The reactants are: [CH2:1]([OH:7])[C:2]1[O:6][CH:5]=[CH:4][CH:3]=1.C(=O)([O-])O.[Na+].[C:13]([O-:16])(=[O:15])[CH3:14].[Na+].BrN1C(=O)CCC1=O.C(OC(=O)C)(=O)C. (3) Given the product [ClH:30].[F:1][C:2]1[CH:3]=[CH:4][C:5]([CH2:8][O:9][C:10]2[CH:15]=[CH:14][N:13]([C:16]3[CH:21]=[CH:20][C:19]4[C:22]5[CH2:27][CH2:26][NH:25][CH2:24][C:23]=5[O:28][C:18]=4[CH:17]=3)[C:12](=[O:29])[CH:11]=2)=[N:6][CH:7]=1, predict the reactants needed to synthesize it. The reactants are: [F:1][C:2]1[CH:3]=[CH:4][C:5]([CH2:8][O:9][C:10]2[CH:15]=[CH:14][N:13]([C:16]3[CH:21]=[CH:20][C:19]4[C:22]5[CH2:27][CH2:26][NH:25][CH2:24][C:23]=5[O:28][C:18]=4[CH:17]=3)[C:12](=[O:29])[CH:11]=2)=[N:6][CH:7]=1.[ClH:30].CCOCC. (4) The reactants are: [CH3:1][O:2][C:3](=[O:23])[C@@H:4]([N:9]1[C:18](=[O:19])[C:17]2[C:12](=[CH:13][CH:14]=[C:15]([O:20][CH3:21])[CH:16]=2)[NH:11][C:10]1=[O:22])[CH2:5][CH2:6][CH2:7][CH3:8].[I-].[CH3:25][N:26]1[C:34]2[C:29](=[C:30]([CH3:35])[CH:31]=[CH:32][CH:33]=2)[C:28]([CH2:36][N+](C)(C)C)=[CH:27]1.C([O-])([O-])=O.[K+].[K+]. Given the product [CH3:1][O:2][C:3](=[O:23])[C@@H:4]([N:9]1[C:18](=[O:19])[C:17]2[C:12](=[CH:13][CH:14]=[C:15]([O:20][CH3:21])[CH:16]=2)[N:11]([CH2:36][C:28]2[C:29]3[C:34](=[CH:33][CH:32]=[CH:31][C:30]=3[CH3:35])[N:26]([CH3:25])[CH:27]=2)[C:10]1=[O:22])[CH2:5][CH2:6][CH2:7][CH3:8], predict the reactants needed to synthesize it. (5) Given the product [CH2:1]([O:3][C:4](=[O:20])[CH:5]([C:8]1[CH:13]=[CH:12][C:11]([S:14]([CH:17]2[CH2:19][CH2:18]2)(=[O:16])=[O:15])=[CH:10][CH:9]=1)[O:21][CH:22]1[CH2:27][CH2:26][O:25][CH2:24][CH2:23]1)[CH3:2], predict the reactants needed to synthesize it. The reactants are: [CH2:1]([O:3][C:4](=[O:20])[C:5]([C:8]1[CH:13]=[CH:12][C:11]([S:14]([CH:17]2[CH2:19][CH2:18]2)(=[O:16])=[O:15])=[CH:10][CH:9]=1)=[N+]=[N-])[CH3:2].[OH:21][CH:22]1[CH2:27][CH2:26][O:25][CH2:24][CH2:23]1.N#N.O.